Dataset: Catalyst prediction with 721,799 reactions and 888 catalyst types from USPTO. Task: Predict which catalyst facilitates the given reaction. Reactant: CS(C)=O.[CH3:5]C(C)([O-])C.[Na+].[C:11]([C:13]1[CH:18]=[CH:17][C:16](/[CH:19]=[CH:20]/[C:21]([O:23][C:24]([CH3:27])([CH3:26])[CH3:25])=[O:22])=[CH:15][CH:14]=1)#[N:12].CC(OC)(C)C. Product: [C:11]([C:13]1[CH:18]=[CH:17][C:16]([C@@H:19]2[CH2:5][C@H:20]2[C:21]([O:23][C:24]([CH3:27])([CH3:26])[CH3:25])=[O:22])=[CH:15][CH:14]=1)#[N:12]. The catalyst class is: 170.